Predict the product of the given reaction. From a dataset of Forward reaction prediction with 1.9M reactions from USPTO patents (1976-2016). (1) Given the reactants [CH3:1][NH:2][C:3](=[O:23])[C:4]1[CH:9]=[C:8]([O:10][C:11]2[CH:22]=[CH:21][C:14]3[N:15]=[C:16](S(C)=O)[S:17][C:13]=3[CH:12]=2)[CH:7]=[CH:6][N:5]=1.[C@@H:24]1([NH2:31])[CH2:29][CH2:28][CH2:27][CH2:26][C@H:25]1[NH2:30], predict the reaction product. The product is: [NH2:30][C@@H:25]1[CH2:26][CH2:27][CH2:28][CH2:29][C@H:24]1[NH:31][C:16]1[S:17][C:13]2[CH:12]=[C:11]([O:10][C:8]3[CH:7]=[CH:6][N:5]=[C:4]([C:3]([NH:2][CH3:1])=[O:23])[CH:9]=3)[CH:22]=[CH:21][C:14]=2[N:15]=1. (2) Given the reactants [F:1][C:2]1[CH:20]=[C:19]([F:21])[CH:18]=[CH:17][C:3]=1[CH2:4][N:5]1[C:9]2=[CH:10][N:11]=[C:12]([C:14](O)=O)[CH:13]=[C:8]2[CH:7]=[CH:6]1.FC1C=C(F)C=CC=1C[N:26]1C2=CN=C(C(OCC)=O)C=C2C=C1.[OH-:45].[Na+].C(O)(=O)CC(CC(O)=O)(C(O)=O)O.[OH2:60], predict the reaction product. The product is: [F:1][C:2]1[CH:20]=[C:19]([F:21])[CH:18]=[CH:17][C:3]=1[CH2:4][N:5]1[C:9]2=[CH:10][N:11]=[C:12]([C:14]([NH:26][OH:60])=[O:45])[CH:13]=[C:8]2[CH:7]=[CH:6]1. (3) Given the reactants [F:1][C:2]1[CH:7]=[CH:6][CH:5]=[C:4]([N+:8]([O-])=O)[C:3]=1[CH:11]1[CH2:15][CH:14]=[CH:13][O:12]1.FC1C=CC=C([N+]([O-])=O)C=1C1C=CCO1.CCN(CC)CC, predict the reaction product. The product is: [F:1][C:2]1[C:3]([CH:11]2[CH2:15][CH2:14][CH2:13][O:12]2)=[C:4]([CH:5]=[CH:6][CH:7]=1)[NH2:8]. (4) The product is: [Cl:13][C:4]1[C:3]([CH2:2][C:14]#[N:15])=[CH:12][CH:11]=[CH:10][C:5]=1[C:6]([O:8][CH3:9])=[O:7]. Given the reactants Br[CH2:2][C:3]1[C:4]([Cl:13])=[C:5]([CH:10]=[CH:11][CH:12]=1)[C:6]([O:8][CH3:9])=[O:7].[C-:14]#[N:15].[Na+], predict the reaction product.